Predict the product of the given reaction. From a dataset of Forward reaction prediction with 1.9M reactions from USPTO patents (1976-2016). Given the reactants [C:1]([C:3]1[CH:4]=[C:5]([CH:10]=[CH:11][CH:12]=1)[C:6](=[N:8][OH:9])[NH2:7])#[N:2].[Br:13][C:14]1[CH:15]=[N:16][CH:17]=[C:18]([CH:22]=1)[C:19](Cl)=O.N, predict the reaction product. The product is: [Br:13][C:14]1[CH:22]=[C:18]([C:19]2[O:9][N:8]=[C:6]([C:5]3[CH:4]=[C:3]([CH:12]=[CH:11][CH:10]=3)[C:1]#[N:2])[N:7]=2)[CH:17]=[N:16][CH:15]=1.